Dataset: Reaction yield outcomes from USPTO patents with 853,638 reactions. Task: Predict the reaction yield, written as a fraction of the theoretical maximum amount of product (1.0 means a 100% yield; for example, 0.34 means a 34% yield). The reactants are [Cl-].O[NH3+:3].[C:4](=[O:7])([O-])[OH:5].[Na+].CS(C)=O.[C:13]([C:15]1[CH:20]=[CH:19][CH:18]=[CH:17][C:16]=1[C:21]1[CH:26]=[CH:25][C:24]([CH2:27][C:28]2[C:29](=[O:49])[N:30]([C@H:40]3[CH2:45][CH2:44][C@H:43]([C:46]([NH2:48])=[O:47])[CH2:42][CH2:41]3)[C:31]3[N:32]([N:37]=[CH:38][N:39]=3)[C:33]=2[CH2:34][CH2:35][CH3:36])=[CH:23][CH:22]=1)#[N:14]. The catalyst is C(OCC)(=O)C. The product is [O:49]=[C:29]1[C:28]([CH2:27][C:24]2[CH:25]=[CH:26][C:21]([C:16]3[CH:17]=[CH:18][CH:19]=[CH:20][C:15]=3[C:13]3[NH:3][C:4](=[O:7])[O:5][N:14]=3)=[CH:22][CH:23]=2)=[C:33]([CH2:34][CH2:35][CH3:36])[N:32]2[N:37]=[CH:38][N:39]=[C:31]2[N:30]1[C@H:40]1[CH2:45][CH2:44][C@H:43]([C:46]([NH2:48])=[O:47])[CH2:42][CH2:41]1. The yield is 0.820.